Dataset: Reaction yield outcomes from USPTO patents with 853,638 reactions. Task: Predict the reaction yield, written as a fraction of the theoretical maximum amount of product (1.0 means a 100% yield; for example, 0.34 means a 34% yield). The reactants are [Cl:1][C:2]1[CH:7]=[CH:6][C:5]([C:8]2([OH:28])[C:16]3[C:11](=[CH:12][CH:13]=[CH:14][CH:15]=3)[C:10](=[O:17])[N:9]2[CH2:18][C:19]2[CH:24]=[CH:23][C:22]([N+:25]([O-:27])=[O:26])=[CH:21][CH:20]=2)=[CH:4][CH:3]=1.[C:29]1([CH2:37]O)[CH:34]=[CH:33][CH:32]=[C:31]([CH2:35][OH:36])[CH:30]=1. No catalyst specified. The product is [Cl:1][C:2]1[CH:7]=[CH:6][C:5]([C:8]2([O:28][CH2:37][C:29]3[CH:34]=[CH:33][CH:32]=[C:31]([CH2:35][OH:36])[CH:30]=3)[C:16]3[C:11](=[CH:12][CH:13]=[CH:14][CH:15]=3)[C:10](=[O:17])[N:9]2[CH2:18][C:19]2[CH:24]=[CH:23][C:22]([N+:25]([O-:27])=[O:26])=[CH:21][CH:20]=2)=[CH:4][CH:3]=1. The yield is 0.750.